From a dataset of Full USPTO retrosynthesis dataset with 1.9M reactions from patents (1976-2016). Predict the reactants needed to synthesize the given product. (1) Given the product [CH3:12][CH:13]1[NH:18][CH2:17][CH2:16][N:15]([C:19]2[C:24]([O:25][CH3:26])=[C:23]3[N:27]([CH:35]4[CH2:37][CH2:36]4)[CH:28]=[C:29]([C:32]([OH:34])=[O:33])[C:30](=[O:31])[C:22]3=[CH:21][C:20]=2[F:38])[CH2:14]1, predict the reactants needed to synthesize it. The reactants are: CS(C)=O.CC1CNCCN1.[CH3:12][CH:13]1[NH:18][CH2:17][CH2:16][N:15]([C:19]2[C:24]([O:25][CH3:26])=[C:23]3[N:27]([CH:35]4[CH2:37][CH2:36]4)[CH:28]=[C:29]([C:32]([OH:34])=[O:33])[C:30](=[O:31])[C:22]3=[CH:21][C:20]=2[F:38])[CH2:14]1.Cl. (2) Given the product [NH2:11][CH2:12][CH2:13][C:14]([NH:16][CH2:17][C@H:18]1[CH2:23][CH2:22][CH2:21][N:20]([CH2:24][CH:25]2[CH2:26][CH2:27][CH2:28][CH2:29][CH2:30]2)[CH2:19]1)=[O:15], predict the reactants needed to synthesize it. The reactants are: C(OC([NH:11][CH2:12][CH2:13][C:14]([NH:16][CH2:17][C@H:18]1[CH2:23][CH2:22][CH2:21][N:20]([CH2:24][CH:25]2[CH2:30][CH2:29][CH2:28][CH2:27][CH2:26]2)[CH2:19]1)=[O:15])=O)C1C=CC=CC=1.[H][H]. (3) Given the product [CH3:22][C:23]1[C:27]([C:2]2[CH:3]=[C:4]3[N:20]([CH3:21])[CH:19]=[CH:18][C:5]3=[N:6][C:7]=2[C@@H:8]([NH:10][C:11](=[O:17])[O:12][C:13]([CH3:16])([CH3:15])[CH3:14])[CH3:9])=[C:26]([CH3:37])[O:25][N:24]=1, predict the reactants needed to synthesize it. The reactants are: Br[C:2]1[CH:3]=[C:4]2[N:20]([CH3:21])[CH:19]=[CH:18][C:5]2=[N:6][C:7]=1[C@@H:8]([NH:10][C:11](=[O:17])[O:12][C:13]([CH3:16])([CH3:15])[CH3:14])[CH3:9].[CH3:22][C:23]1[C:27](B2OC(C)(C)C(C)(C)O2)=[C:26]([CH3:37])[O:25][N:24]=1.C(=O)([O-])[O-].[K+].[K+]. (4) Given the product [CH3:12][N:13]1[CH2:18][CH2:17][N:16]([C:2]2[C:3]3[CH2:11][CH2:10][CH2:9][C:4]=3[N:5]=[C:6]([NH2:8])[N:7]=2)[CH2:15][CH2:14]1, predict the reactants needed to synthesize it. The reactants are: Cl[C:2]1[C:3]2[CH2:11][CH2:10][CH2:9][C:4]=2[N:5]=[C:6]([NH2:8])[N:7]=1.[CH3:12][N:13]1[CH2:18][CH2:17][NH:16][CH2:15][CH2:14]1.